This data is from Reaction yield outcomes from USPTO patents with 853,638 reactions. The task is: Predict the reaction yield, written as a fraction of the theoretical maximum amount of product (1.0 means a 100% yield; for example, 0.34 means a 34% yield). The reactants are Br[C:2]1[CH:3]=[C:4]([C:10]2[S:11][C:12]3[CH2:17][CH2:16][CH2:15][NH:14][C:13]=3[N:18]=2)[C:5]([O:8][CH3:9])=[N:6][CH:7]=1.[F:19][C:20]1[CH:25]=[CH:24][C:23]([C:26]2[O:27][C:28]3[CH:38]=[C:37]([N:39]([CH3:44])[S:40]([CH3:43])(=[O:42])=[O:41])[C:36](B4OC(C)(C)C(C)(C)O4)=[CH:35][C:29]=3[C:30]=2[C:31]([NH:33][CH3:34])=[O:32])=[CH:22][CH:21]=1. The catalyst is O1CCOCC1.C1C=CC(P(C2C=CC=CC=2)[C-]2C=CC=C2)=CC=1.C1C=CC(P(C2C=CC=CC=2)[C-]2C=CC=C2)=CC=1.Cl[Pd]Cl.[Fe+2]. The product is [F:19][C:20]1[CH:25]=[CH:24][C:23]([C:26]2[O:27][C:28]3[CH:38]=[C:37]([N:39]([CH3:44])[S:40]([CH3:43])(=[O:41])=[O:42])[C:36]([C:2]4[CH:7]=[N:6][C:5]([O:8][CH3:9])=[C:4]([C:10]5[S:11][C:12]6[CH2:17][CH2:16][CH2:15][NH:14][C:13]=6[N:18]=5)[CH:3]=4)=[CH:35][C:29]=3[C:30]=2[C:31]([NH:33][CH3:34])=[O:32])=[CH:22][CH:21]=1. The yield is 0.314.